From a dataset of Catalyst prediction with 721,799 reactions and 888 catalyst types from USPTO. Predict which catalyst facilitates the given reaction. (1) Reactant: [CH2:1]([O:3][C@@H:4]([CH2:10][C:11]1[CH:16]=[CH:15][C:14]([O:17][CH2:18][C:19]([C:21]2[CH:26]=[CH:25][CH:24]=[C:23]([O:27][CH3:28])[CH:22]=2)=[O:20])=[CH:13][CH:12]=1)[C:5]([NH:7][O:8][CH3:9])=[O:6])[CH3:2]. Product: [CH2:1]([O:3][C@@H:4]([CH2:10][C:11]1[CH:16]=[CH:15][C:14]([O:17][CH2:18][C@H:19]([OH:20])[C:21]2[CH:26]=[CH:25][CH:24]=[C:23]([O:27][CH3:28])[CH:22]=2)=[CH:13][CH:12]=1)[C:5]([NH:7][O:8][CH3:9])=[O:6])[CH3:2]. The catalyst class is: 9. (2) Reactant: [Cl:1][C:2]1[CH:3]=[C:4](/[CH:9]=[CH:10]/[C:11]([N:13]2[CH2:19][CH2:18][C:17](=[O:20])[N:16]([CH2:21][CH2:22][CH2:23][N:24]3[CH2:35][CH2:34][C:27]4([NH:31][C:30](=[O:32])[NH:29][C:28]4=[O:33])[CH2:26][CH2:25]3)[CH2:15][CH2:14]2)=[O:12])[CH:5]=[CH:6][C:7]=1[Cl:8].[I:36][CH3:37]. Product: [I-:36].[Cl:1][C:2]1[CH:3]=[C:4](/[CH:9]=[CH:10]/[C:11]([N:13]2[CH2:19][CH2:18][C:17](=[O:20])[N:16]([CH2:21][CH2:22][CH2:23][N+:24]3([CH3:37])[CH2:35][CH2:34][C:27]4([NH:31][C:30](=[O:32])[NH:29][C:28]4=[O:33])[CH2:26][CH2:25]3)[CH2:15][CH2:14]2)=[O:12])[CH:5]=[CH:6][C:7]=1[Cl:8]. The catalyst class is: 5. (3) Reactant: COC([C:5]1([CH2:21][C:22]2[CH:27]=[CH:26][C:25]([Cl:28])=[CH:24][CH:23]=2)[CH2:9][CH2:8][C:7]([CH2:15][O:16][CH2:17][O:18][CH3:19])([CH2:10][O:11][CH2:12][O:13][CH3:14])[C:6]1=[O:20])=O.[OH-].[Na+].O. The catalyst class is: 32. Product: [Cl:28][C:25]1[CH:24]=[CH:23][C:22]([CH2:21][CH:5]2[C:6](=[O:20])[C:7]([CH2:10][O:11][CH2:12][O:13][CH3:14])([CH2:15][O:16][CH2:17][O:18][CH3:19])[CH2:8][CH2:9]2)=[CH:27][CH:26]=1. (4) Reactant: O.[C:2]([C:4]1[CH:9]=[CH:8][CH:7]=[CH:6][C:5]=1[C:10]1[C:11](=[O:28])[N:12]([C:22]2[CH:27]=[CH:26][CH:25]=[CH:24][CH:23]=2)[CH:13]=[C:14]([C:16]2[CH:21]=[CH:20][CH:19]=[CH:18][N:17]=2)[CH:15]=1)#[N:3].C(O)C.Br.C(O)(=O)C. Product: [C:2]([C:4]1[CH:9]=[CH:8][CH:7]=[CH:6][C:5]=1[C:10]1[C:11](=[O:28])[N:12]([C:22]2[CH:27]=[CH:26][CH:25]=[CH:24][CH:23]=2)[CH:13]=[C:14]([C:16]2[CH:21]=[CH:20][CH:19]=[CH:18][N:17]=2)[CH:15]=1)#[N:3]. The catalyst class is: 13. (5) Reactant: [Cl:1][C:2]1[C:7]([O:8][CH2:9][CH3:10])=[CH:6][C:5]([CH2:11][OH:12])=[CH:4][C:3]=1[O:13][CH2:14][CH3:15]. Product: [Cl:1][C:2]1[C:7]([O:8][CH2:9][CH3:10])=[CH:6][C:5]([CH:11]=[O:12])=[CH:4][C:3]=1[O:13][CH2:14][CH3:15]. The catalyst class is: 725. (6) Reactant: [OH:1][CH:2]1[CH2:5][N:4]([C:6]([O:8][C:9]([CH3:12])([CH3:11])[CH3:10])=[O:7])[CH2:3]1.[CH3:13][C:14]([Si:17](Cl)([CH3:19])[CH3:18])([CH3:16])[CH3:15]. Product: [Si:17]([O:1][CH:2]1[CH2:3][N:4]([C:6]([O:8][C:9]([CH3:12])([CH3:11])[CH3:10])=[O:7])[CH2:5]1)([C:14]([CH3:16])([CH3:15])[CH3:13])([CH3:19])[CH3:18]. The catalyst class is: 2.